The task is: Binary Classification. Given a drug SMILES string, predict its activity (active/inactive) in a high-throughput screening assay against a specified biological target.. This data is from Orexin1 receptor HTS with 218,158 compounds and 233 confirmed actives. (1) The compound is O=C(Nc1cc2c(n(c3c2cccc3)CC)cc1)c1c(OC)c(OC)ccc1. The result is 1 (active). (2) The molecule is S1C(N)=C(C(c2cc(OCC)c(OCCN3CCOCC3)cc2)C(=C1N)C#N)C#N. The result is 0 (inactive). (3) The compound is S(CCCC(OCC(=O)NC(=O)NC)=O)c1sc2c(n1)cccc2. The result is 0 (inactive).